This data is from TCR-epitope binding with 47,182 pairs between 192 epitopes and 23,139 TCRs. The task is: Binary Classification. Given a T-cell receptor sequence (or CDR3 region) and an epitope sequence, predict whether binding occurs between them. (1) The epitope is KMKDLSPRW. The TCR CDR3 sequence is CASSESGGGYRWTEAFF. Result: 0 (the TCR does not bind to the epitope). (2) The epitope is FTISVTTEIL. The TCR CDR3 sequence is CASSLVAGGPGEQFF. Result: 0 (the TCR does not bind to the epitope). (3) The epitope is NYSGVVTTVMF. The TCR CDR3 sequence is CASSLRVYEQYF. Result: 0 (the TCR does not bind to the epitope). (4) The epitope is VSFIEFVGW. The TCR CDR3 sequence is CAISERDISSYEQYF. Result: 0 (the TCR does not bind to the epitope). (5) The epitope is RAKFKQLL. The TCR CDR3 sequence is CASSFQTAGEQFF. Result: 1 (the TCR binds to the epitope).